This data is from Full USPTO retrosynthesis dataset with 1.9M reactions from patents (1976-2016). The task is: Predict the reactants needed to synthesize the given product. (1) Given the product [NH2:1][C@H:2]([C:8]([OH:10])=[O:9])[CH2:3][CH2:4][C:5](=[O:6])[OH:7].[NH2:13][C:16]([NH2:18])=[O:17].[NH:13]1[CH:12]=[CH:11][N:15]=[CH:14]1, predict the reactants needed to synthesize it. The reactants are: [NH2:1][C@H:2]([C:8]([OH:10])=[O:9])[CH2:3][CH2:4][C:5]([OH:7])=[O:6].[CH:11]1[N:15]=[CH:14][N:13]([C:16]([N:18]2C=NC=C2)=[O:17])[CH:12]=1. (2) Given the product [Cl:31][C:32]1[C:33]([F:49])=[C:34]([C@H:38]([NH:40][C:41]([C@@H:43]2[CH2:48][C@@H:47]3[C@@H:45]([CH2:46]3)[N:44]2[C:21](=[O:23])[CH2:20][N:13]2[C:14]3=[CH:15][N:16]=[CH:17][CH:18]=[C:19]3[C:11]([C:8]([NH2:9])=[O:10])=[N:12]2)=[O:42])[CH3:39])[CH:35]=[CH:36][CH:37]=1, predict the reactants needed to synthesize it. The reactants are: FC(F)(F)C(O)=O.[C:8]([C:11]1[C:19]2[C:14](=[CH:15][N:16]=[CH:17][CH:18]=2)[N:13]([CH2:20][C:21]([OH:23])=O)[N:12]=1)(=[O:10])[NH2:9].FC(F)(F)C(O)=O.[Cl:31][C:32]1[C:33]([F:49])=[C:34]([C@H:38]([NH:40][C:41]([C@@H:43]2[CH2:48][C@@H:47]3[C@@H:45]([CH2:46]3)[NH:44]2)=[O:42])[CH3:39])[CH:35]=[CH:36][CH:37]=1.CN(C(ON1N=NC2C=CC=CC1=2)=[N+](C)C)C.F[P-](F)(F)(F)(F)F.CCN(C(C)C)C(C)C. (3) Given the product [N:1]1[CH:2]=[CH:16][C:4]([CH2:3][O:7][C:8]#[C:9][C:10]2[CH:11]=[CH:12][CH:13]=[CH:14][CH:15]=2)=[CH:5][CH:6]=1, predict the reactants needed to synthesize it. The reactants are: [N:1]1[CH:6]=[CH:5][CH:4]=[C:3]([O:7][C:8]#[C:9][C:10]2[CH:15]=[CH:14][CH:13]=[CH:12][CH:11]=2)[CH:2]=1.[CH2:16](OC1C=CC(C=O)=CC=1)C1C=CC=CC=1. (4) Given the product [CH3:21][O:22][C:23]1[CH:24]=[CH:25][CH:26]=[C:27]2[C:31]=1[CH:30]([NH:32][C:33]1[CH:42]=[CH:41][C:40]3[C:35](=[CH:36][CH:37]=[C:38]([NH:43][C:1]([NH:20][CH:17]4[CH2:18][CH2:19][N:14]([CH3:13])[CH2:15][CH2:16]4)=[O:2])[CH:39]=3)[N:34]=1)[CH2:29][CH2:28]2, predict the reactants needed to synthesize it. The reactants are: [C:1](=O)(OC(Cl)(Cl)Cl)[O:2]C(Cl)(Cl)Cl.[CH3:13][N:14]1[CH2:19][CH2:18][CH:17]([NH2:20])[CH2:16][CH2:15]1.[CH3:21][O:22][C:23]1[CH:24]=[CH:25][CH:26]=[C:27]2[C:31]=1[CH:30]([NH:32][C:33]1[CH:42]=[CH:41][C:40]3[C:35](=[CH:36][CH:37]=[C:38]([NH2:43])[CH:39]=3)[N:34]=1)[CH2:29][CH2:28]2. (5) Given the product [CH3:1][O:2][C:3](=[O:37])[CH2:4][CH2:5][CH2:6][C@@H:7]1[C@H:12]2[C@H:13]3[C@H:22]([CH2:23][CH2:24][C@:10]2([CH3:11])[C:9](=[O:36])[CH2:8]1)[C:21]1[CH:20]=[C:19]([O:25][CH2:26][CH3:27])[C:18]([OH:28])=[CH:17][C:16]=1[CH2:15][CH2:14]3, predict the reactants needed to synthesize it. The reactants are: [CH3:1][O:2][C:3](=[O:37])[CH:4]=[CH:5][CH2:6][C@@H:7]1[C@H:12]2[C@H:13]3[C@H:22]([CH2:23][CH2:24][C@:10]2([CH3:11])[C:9](=[O:36])[CH2:8]1)[C:21]1[CH:20]=[C:19]([O:25][CH2:26][CH3:27])[C:18]([O:28]CC2C=CC=CC=2)=[CH:17][C:16]=1[CH2:15][CH2:14]3. (6) Given the product [Cl:18][C:7]1[C:6]2[O:13][CH:14]=[CH:15][C:5]=2[C:4]2[CH:3]=[C:2]([Cl:1])[CH:11]=[CH:10][C:9]=2[N:8]=1, predict the reactants needed to synthesize it. The reactants are: [Cl:1][C:2]1[CH:11]=[CH:10][C:9]2[NH:8][C:7](=O)[C:6]3[O:13][CH:14]=[CH:15][C:5]=3[C:4]=2[CH:3]=1.O=P(Cl)(Cl)[Cl:18].